This data is from Catalyst prediction with 721,799 reactions and 888 catalyst types from USPTO. The task is: Predict which catalyst facilitates the given reaction. (1) Reactant: Br[C:2]1[S:6][C:5]([C:7]([NH:9][CH:10]2[CH2:15][CH2:14][O:13][CH2:12][CH2:11]2)=[O:8])=[N:4][C:3]=1[CH2:16][CH:17]1[CH2:22][CH2:21][CH2:20][CH2:19][CH2:18]1.C([O-])([O-])=O.[Na+].[Na+].[C:29]([NH:33][S:34]([C:37]1[CH:42]=[CH:41][C:40](B2OC(C)(C)C(C)(C)O2)=[CH:39][C:38]=1[C:52]([F:55])([F:54])[F:53])(=[O:36])=[O:35])([CH3:32])([CH3:31])[CH3:30]. Product: [C:29]([NH:33][S:34]([C:37]1[CH:42]=[CH:41][C:40]([C:2]2[S:6][C:5]([C:7]([NH:9][CH:10]3[CH2:15][CH2:14][O:13][CH2:12][CH2:11]3)=[O:8])=[N:4][C:3]=2[CH2:16][CH:17]2[CH2:22][CH2:21][CH2:20][CH2:19][CH2:18]2)=[CH:39][C:38]=1[C:52]([F:55])([F:53])[F:54])(=[O:35])=[O:36])([CH3:32])([CH3:30])[CH3:31]. The catalyst class is: 710. (2) Reactant: [F:1][C:2]1[CH:7]=[CH:6][C:5]([S:8](Cl)(=[O:10])=[O:9])=[C:4]([CH2:12][N:13]([CH3:20])[C:14](=[O:19])[C:15]([F:18])([F:17])[F:16])[CH:3]=1.[NH2:21][C:22]1[C:31]([C:32]([O:34][CH3:35])=[O:33])=[C:30]2[C:25]([CH:26]3[CH2:36][CH:27]3[CH2:28][O:29]2)=[CH:24][CH:23]=1. Product: [F:1][C:2]1[CH:7]=[CH:6][C:5]([S:8]([NH:21][C:22]2[C:31]([C:32]([O:34][CH3:35])=[O:33])=[C:30]3[C:25]([CH:26]4[CH2:36][CH:27]4[CH2:28][O:29]3)=[CH:24][CH:23]=2)(=[O:10])=[O:9])=[C:4]([CH2:12][N:13]([CH3:20])[C:14](=[O:19])[C:15]([F:18])([F:17])[F:16])[CH:3]=1. The catalyst class is: 202. (3) Reactant: [CH:1]1([N:4]2[CH:8]=[CH:7][N:6]=[CH:5]2)[CH2:3][CH2:2]1.[I:9]N1C(C)(C)C(=O)N(I)C1=O.CS(O)(=O)=O. Product: [CH:1]1([N:4]2[C:8]([I:9])=[CH:7][N:6]=[CH:5]2)[CH2:3][CH2:2]1. The catalyst class is: 2. (4) Reactant: [NH2:1][C:2]1[CH:3]=[C:4]2[C:8](=[CH:9][CH:10]=1)[N:7]([CH3:11])[CH:6]=[C:5]2[CH2:12][C:13]1[CH:22]=[CH:21][C:16]([C:17]([O:19][CH3:20])=[O:18])=[CH:15][C:14]=1[O:23][CH3:24].CN1CCOCC1.[CH:32]1([O:37][C:38](Cl)=[O:39])[CH2:36][CH2:35][CH2:34][CH2:33]1. Product: [CH:32]1([O:37][C:38](=[O:39])[NH:1][C:2]2[CH:3]=[C:4]3[C:8](=[CH:9][CH:10]=2)[N:7]([CH3:11])[CH:6]=[C:5]3[CH2:12][C:13]2[CH:22]=[CH:21][C:16]([C:17]([O:19][CH3:20])=[O:18])=[CH:15][C:14]=2[O:23][CH3:24])[CH2:36][CH2:35][CH2:34][CH2:33]1. The catalyst class is: 11. (5) Reactant: [CH2:1]([O:3][C:4]([C:6]1[O:7][C:8]([C:11]2[NH:12][C:13]3[C:18]([CH:19]=2)=[CH:17][C:16]([S:20]([CH3:23])(=[O:22])=[O:21])=[CH:15][CH:14]=3)=[CH:9][CH:10]=1)=[O:5])[CH3:2].[H-].[Na+].[F:26][C:27]1[CH:34]=[CH:33][C:30]([CH2:31]Br)=[CH:29][CH:28]=1.O. Product: [CH2:1]([O:3][C:4]([C:6]1[O:7][C:8]([C:11]2[N:12]([CH2:31][C:30]3[CH:33]=[CH:34][C:27]([F:26])=[CH:28][CH:29]=3)[C:13]3[C:18]([CH:19]=2)=[CH:17][C:16]([S:20]([CH3:23])(=[O:22])=[O:21])=[CH:15][CH:14]=3)=[CH:9][CH:10]=1)=[O:5])[CH3:2]. The catalyst class is: 9. (6) Reactant: [F:1][C:2]([F:32])([F:31])[CH2:3][C:4]([NH:6][NH:7][C:8]1[C:13]([C:14]([F:17])([F:16])[F:15])=[C:12]([N:18]([CH2:20][CH:21]2[CH2:23][CH:22]2[C:24]2[CH:29]=[CH:28][C:27]([F:30])=[CH:26][CH:25]=2)[CH3:19])[CH:11]=[CH:10][N:9]=1)=O.CC[N+](S(N=C(OC)[O-])(=O)=O)(CC)CC. Product: [F:30][C:27]1[CH:28]=[CH:29][C:24]([CH:22]2[CH2:23][CH:21]2[CH2:20][N:18]([CH3:19])[C:12]2[CH:11]=[CH:10][N:9]3[C:4]([CH2:3][C:2]([F:32])([F:31])[F:1])=[N:6][N:7]=[C:8]3[C:13]=2[C:14]([F:17])([F:16])[F:15])=[CH:25][CH:26]=1. The catalyst class is: 49.